From a dataset of Full USPTO retrosynthesis dataset with 1.9M reactions from patents (1976-2016). Predict the reactants needed to synthesize the given product. (1) The reactants are: [Br:1][C:2]1[CH:3]=[C:4]([CH:8]=[CH:9][C:10]=1[CH3:11])[C:5]([OH:7])=[O:6].[CH3:12][C:13](OC(OC(O[C:13]([CH3:15])([CH3:14])[CH3:12])=O)=O)([CH3:15])[CH3:14]. Given the product [Br:1][C:2]1[CH:3]=[C:4]([CH:8]=[CH:9][C:10]=1[CH3:11])[C:5]([O:7][C:13]([CH3:15])([CH3:14])[CH3:12])=[O:6], predict the reactants needed to synthesize it. (2) The reactants are: [NH2:1][C:2]1[N:7]=[C:6]([F:8])[C:5]([C:9]([O:11][CH3:12])=[O:10])=[CH:4][CH:3]=1.C(N(CC)[CH:17]([CH3:19])[CH3:18])(C)C.Cl[C:23]([O:25][CH2:26][CH:27]=[CH2:28])=[O:24].[C:29](=O)([O-:31])[OH:30].[Na+]. Given the product [CH2:26]([O:25][C:23]([N:1]([C:29]([O:31][CH2:19][CH:17]=[CH2:18])=[O:30])[C:2]1[N:7]=[C:6]([F:8])[C:5]([C:9]([O:11][CH3:12])=[O:10])=[CH:4][CH:3]=1)=[O:24])[CH:27]=[CH2:28], predict the reactants needed to synthesize it. (3) Given the product [C:1]([O:5][C:6](=[O:32])[NH:7][C:8]1([C:12]2[CH:13]=[CH:14][C:15]([C:18]3[C:23]([C:24]4[CH:25]=[CH:26][CH:27]=[CH:28][CH:29]=4)=[CH:22][C:21]4[NH:30][C:44](=[O:45])[CH2:43][O:31][C:20]=4[N:19]=3)=[CH:16][CH:17]=2)[CH2:11][CH2:10][CH2:9]1)([CH3:4])([CH3:2])[CH3:3], predict the reactants needed to synthesize it. The reactants are: [C:1]([O:5][C:6](=[O:32])[NH:7][C:8]1([C:12]2[CH:17]=[CH:16][C:15]([C:18]3[C:23]([C:24]4[CH:29]=[CH:28][CH:27]=[CH:26][CH:25]=4)=[CH:22][C:21]([NH2:30])=[C:20]([OH:31])[N:19]=3)=[CH:14][CH:13]=2)[CH2:11][CH2:10][CH2:9]1)([CH3:4])([CH3:3])[CH3:2].CCN(C(C)C)C(C)C.Cl[CH2:43][C:44](Cl)=[O:45]. (4) Given the product [CH2:9]([O:16][C:17]1[CH:18]=[C:19]([C:24]2[CH2:27][C:28]([CH2:36][C:37]([O:39][C:40]([CH3:41])([CH3:43])[CH3:42])=[O:38])([C:29]([O:31][C:32]([CH3:35])([CH3:33])[CH3:34])=[O:30])[O:26][N:25]=2)[CH:20]=[C:21]([CH3:23])[CH:22]=1)[C:10]1[CH:15]=[CH:14][CH:13]=[CH:12][CH:11]=1, predict the reactants needed to synthesize it. The reactants are: Cl[O-].[Na+].C1COCC1.[CH2:9]([O:16][C:17]1[CH:18]=[C:19](/[CH:24]=[N:25]/[OH:26])[CH:20]=[C:21]([CH3:23])[CH:22]=1)[C:10]1[CH:15]=[CH:14][CH:13]=[CH:12][CH:11]=1.[CH2:27]=[C:28]([CH2:36][C:37]([O:39][C:40]([CH3:43])([CH3:42])[CH3:41])=[O:38])[C:29]([O:31][C:32]([CH3:35])([CH3:34])[CH3:33])=[O:30]. (5) Given the product [OH:1][CH2:2][CH2:3][N:4]([CH2:13][CH2:14][OH:15])[C:5]1[CH:10]=[CH:9][C:8]([O:11][CH2:24][C:21]2[CH:22]=[CH:23][CH:18]=[CH:19][CH:20]=2)=[CH:7][C:6]=1[F:12], predict the reactants needed to synthesize it. The reactants are: [OH:1][CH2:2][CH2:3][N:4]([CH2:13][CH2:14][OH:15])[C:5]1[CH:10]=[CH:9][C:8]([OH:11])=[CH:7][C:6]=1[F:12].[OH-].[K+].[CH:18]1[CH:23]=[CH:22][C:21]([CH2:24]Br)=[CH:20][CH:19]=1. (6) Given the product [CH3:12][O:11][C:9]1[CH:8]=[C:5]([CH:6]([C:17]2[CH:16]=[C:15]([O:14][CH3:13])[CH:20]=[C:19]([O:21][CH3:22])[CH:18]=2)[OH:7])[CH:4]=[C:3]([O:2][CH3:1])[CH:10]=1, predict the reactants needed to synthesize it. The reactants are: [CH3:1][O:2][C:3]1[CH:4]=[C:5]([CH:8]=[C:9]([O:11][CH3:12])[CH:10]=1)[CH:6]=[O:7].[CH3:13][O:14][C:15]1[CH:16]=[C:17]([Mg]Cl)[CH:18]=[C:19]([O:21][CH3:22])[CH:20]=1.